Dataset: NCI-60 drug combinations with 297,098 pairs across 59 cell lines. Task: Regression. Given two drug SMILES strings and cell line genomic features, predict the synergy score measuring deviation from expected non-interaction effect. (1) Drug 1: CC12CCC(CC1=CCC3C2CCC4(C3CC=C4C5=CN=CC=C5)C)O. Drug 2: CCCCCOC(=O)NC1=NC(=O)N(C=C1F)C2C(C(C(O2)C)O)O. Cell line: HCT116. Synergy scores: CSS=14.1, Synergy_ZIP=-2.31, Synergy_Bliss=1.07, Synergy_Loewe=-2.97, Synergy_HSA=-0.166. (2) Drug 1: CN1C2=C(C=C(C=C2)N(CCCl)CCCl)N=C1CCCC(=O)O.Cl. Drug 2: CC12CCC3C(C1CCC2O)C(CC4=C3C=CC(=C4)O)CCCCCCCCCS(=O)CCCC(C(F)(F)F)(F)F. Cell line: NCI-H322M. Synergy scores: CSS=5.83, Synergy_ZIP=0.670, Synergy_Bliss=1.37, Synergy_Loewe=-0.803, Synergy_HSA=-1.26. (3) Drug 1: C1=CC(=CC=C1CCC2=CNC3=C2C(=O)NC(=N3)N)C(=O)NC(CCC(=O)O)C(=O)O. Drug 2: C1CC(C1)(C(=O)O)C(=O)O.[NH2-].[NH2-].[Pt+2]. Cell line: T-47D. Synergy scores: CSS=7.30, Synergy_ZIP=-4.78, Synergy_Bliss=-2.55, Synergy_Loewe=-1.61, Synergy_HSA=-1.39. (4) Drug 1: C1=CN(C(=O)N=C1N)C2C(C(C(O2)CO)O)O.Cl. Cell line: CAKI-1. Synergy scores: CSS=-8.07, Synergy_ZIP=3.77, Synergy_Bliss=-1.12, Synergy_Loewe=-8.70, Synergy_HSA=-8.59. Drug 2: CCCCCOC(=O)NC1=NC(=O)N(C=C1F)C2C(C(C(O2)C)O)O.